Dataset: Forward reaction prediction with 1.9M reactions from USPTO patents (1976-2016). Task: Predict the product of the given reaction. (1) Given the reactants [C:1]([CH:10]1C(=O)O[C:13](C)([CH3:17])[O:12][C:11]1=[O:19])(=[O:9])[CH2:2][CH2:3][CH2:4][CH2:5][CH2:6][CH2:7][CH3:8], predict the reaction product. The product is: [O:9]=[C:1]([CH2:2][CH2:3][CH2:4][CH2:5][CH2:6][CH2:7][CH3:8])[CH2:10][C:11]([O:12][CH2:13][CH3:17])=[O:19]. (2) The product is: [CH3:1][C:2]([CH3:19])([CH2:17][CH3:18])[C@H:3]([O:16][C:21]([NH:20][C@@H:23]([CH2:28][CH2:29][CH2:30][CH3:31])[C:24]([O:26][CH3:27])=[O:25])=[O:22])[CH2:4][C:5]1[O:6][C:7]([C:10]2[CH:15]=[CH:14][CH:13]=[CH:12][CH:11]=2)=[N:8][N:9]=1. Given the reactants [CH3:1][C:2]([CH3:19])([CH2:17][CH3:18])[C@H:3]([OH:16])[CH2:4][C:5]1[O:6][C:7]([C:10]2[CH:15]=[CH:14][CH:13]=[CH:12][CH:11]=2)=[N:8][N:9]=1.[N:20]([C@@H:23]([CH2:28][CH2:29][CH2:30][CH3:31])[C:24]([O:26][CH3:27])=[O:25])=[C:21]=[O:22], predict the reaction product. (3) Given the reactants O[CH2:2][C:3]1[N:7]([CH2:8][CH:9]([OH:11])[CH3:10])[N:6]=[C:5]([N+:12]([O-:14])=[O:13])[CH:4]=1.P(Br)(Br)([Br:17])=O, predict the reaction product. The product is: [Br:17][CH2:2][C:3]1[N:7]([CH2:8][CH:9]([OH:11])[CH3:10])[N:6]=[C:5]([N+:12]([O-:14])=[O:13])[CH:4]=1. (4) Given the reactants [CH2:1]([C:3]1[CH:7]=[CH:6][NH:5][N:4]=1)[CH3:2].[N+:8]([O-])([O-:10])=[O:9].[K+], predict the reaction product. The product is: [CH2:1]([C:3]1[C:7]([N+:8]([O-:10])=[O:9])=[CH:6][NH:5][N:4]=1)[CH3:2]. (5) Given the reactants [CH3:1][CH:2]1[C:6](=[O:7])[CH2:5][CH2:4][C:3]1=[O:8].[NH2:9][C:10]1[CH:18]=[CH:17][C:13]([C:14]([OH:16])=[O:15])=[CH:12][C:11]=1[CH3:19], predict the reaction product. The product is: [CH3:19][C:11]1[CH:12]=[C:13]([CH:17]=[CH:18][C:10]=1[NH:9][C:6]1[CH2:5][CH2:4][C:3](=[O:8])[C:2]=1[CH3:1])[C:14]([OH:16])=[O:15].[CH3:5][CH2:6][OH:7]. (6) Given the reactants C[O:2][C:3]([C:5]1[CH:58]=[CH:57][C:8]([CH2:9][N:10]([C:47]2[CH:52]=[CH:51][C:50]([C:53]([O:55]C)=[O:54])=[CH:49][CH:48]=2)[C:11](=[O:46])[CH2:12][CH2:13][CH2:14][CH2:15][CH2:16][O:17][C:18]2[CH:23]=[C:22]([O:24][CH2:25][CH2:26][CH2:27][CH2:28][CH2:29][CH2:30][CH2:31][CH2:32][CH2:33][CH3:34])[CH:21]=[C:20]([O:35][CH2:36][CH2:37][CH2:38][CH2:39][CH2:40][CH2:41][CH2:42][CH2:43][CH2:44][CH3:45])[CH:19]=2)=[CH:7][CH:6]=1)=[O:4].[Li+].[OH-].C(C1C=CC(N(C2C=CC(C(O)=O)=CC=2)C(=O)CCCCCOC2C=C(OCCCCCCCCCC)C=C(OCCCCCCCCCC)C=2)=CC=1)(O)=O, predict the reaction product. The product is: [C:3]([C:5]1[CH:6]=[CH:7][C:8]([CH2:9][N:10]([C:47]2[CH:48]=[CH:49][C:50]([C:53]([OH:55])=[O:54])=[CH:51][CH:52]=2)[C:11](=[O:46])[CH2:12][CH2:13][CH2:14][CH2:15][CH2:16][O:17][C:18]2[CH:19]=[C:20]([O:35][CH2:36][CH2:37][CH2:38][CH2:39][CH2:40][CH2:41][CH2:42][CH2:43][CH2:44][CH3:45])[CH:21]=[C:22]([O:24][CH2:25][CH2:26][CH2:27][CH2:28][CH2:29][CH2:30][CH2:31][CH2:32][CH2:33][CH3:34])[CH:23]=2)=[CH:57][CH:58]=1)([OH:4])=[O:2]. (7) Given the reactants [Br:1][C:2]1[C:3]([C:12]2[O:13][CH:14]=[CH:15][CH:16]=2)=[N:4][C:5]([NH2:11])=[N:6][C:7]=1S(C)=O.[CH3:17][O:18][C:19]1[CH:24]=[CH:23][C:22]([CH2:25][CH2:26][NH2:27])=[CH:21][CH:20]=1, predict the reaction product. The product is: [Br:1][C:2]1[C:7]([NH:27][CH2:26][CH2:25][C:22]2[CH:23]=[CH:24][C:19]([O:18][CH3:17])=[CH:20][CH:21]=2)=[N:6][C:5]([NH2:11])=[N:4][C:3]=1[C:12]1[O:13][CH:14]=[CH:15][CH:16]=1.